Dataset: Full USPTO retrosynthesis dataset with 1.9M reactions from patents (1976-2016). Task: Predict the reactants needed to synthesize the given product. (1) Given the product [C:1]([O:5][C:6]([N:8]1[CH2:9][CH2:10][N:11]([C:14]2[CH:23]=[C:22]3[C:17]([CH:18]=[C:19]([C:24]([OH:26])=[O:25])[N:20]=[CH:21]3)=[CH:16][CH:15]=2)[CH2:12][CH2:13]1)=[O:7])([CH3:4])([CH3:2])[CH3:3], predict the reactants needed to synthesize it. The reactants are: [C:1]([O:5][C:6]([N:8]1[CH2:13][CH2:12][N:11]([C:14]2[CH:23]=[C:22]3[C:17]([CH:18]=[C:19]([C:24]([O:26]CC)=[O:25])[N:20]=[CH:21]3)=[CH:16][CH:15]=2)[CH2:10][CH2:9]1)=[O:7])([CH3:4])([CH3:3])[CH3:2].[OH-].[Na+]. (2) Given the product [CH3:15][C:3]1[CH:4]=[C:5]([N+:12]([O-:14])=[O:13])[C:6]([O:8][CH:9]([CH3:11])[CH3:10])=[CH:7][C:2]=1[B:16]1[O:20][C:19]([CH3:22])([CH3:21])[C:18]([CH3:24])([CH3:23])[O:17]1, predict the reactants needed to synthesize it. The reactants are: Cl[C:2]1[CH:7]=[C:6]([O:8][CH:9]([CH3:11])[CH3:10])[C:5]([N+:12]([O-:14])=[O:13])=[CH:4][C:3]=1[CH3:15].[B:16]1([B:16]2[O:20][C:19]([CH3:22])([CH3:21])[C:18]([CH3:24])([CH3:23])[O:17]2)[O:20][C:19]([CH3:22])([CH3:21])[C:18]([CH3:24])([CH3:23])[O:17]1.C1(P(C2CCCCC2)C2CCCCC2)CCCCC1.CC([O-])=O.[K+]. (3) Given the product [C:22]([O:26][C:27](=[O:38])[NH:28][C@H:29]([C:31]1[CH:32]=[CH:33][C:34]([C:9]2[CH2:10][CH2:11][N:12]([C:15](=[O:20])[C:16]([F:17])([F:18])[F:19])[CH2:13][CH:14]=2)=[CH:35][CH:36]=1)[CH3:30])([CH3:23])([CH3:24])[CH3:25], predict the reactants needed to synthesize it. The reactants are: CC1(C)C(C)(C)OB([C:9]2[CH2:10][CH2:11][N:12]([C:15](=[O:20])[C:16]([F:19])([F:18])[F:17])[CH2:13][CH:14]=2)O1.[C:22]([O:26][C:27](=[O:38])[NH:28][C@H:29]([C:31]1[CH:36]=[CH:35][C:34](Br)=[CH:33][CH:32]=1)[CH3:30])([CH3:25])([CH3:24])[CH3:23].C(=O)([O-])[O-].[K+].[K+]. (4) Given the product [C:8]([C:4]1[NH:5][CH:6]=[N:7][C:3]=1[NH:2][CH2:31][CH2:30][NH:29][C:22](=[O:23])[O:24][C:25]([CH3:28])([CH3:27])[CH3:26])(=[O:9])[NH2:10], predict the reactants needed to synthesize it. The reactants are: Cl.[NH2:2][C:3]1[NH:7][CH:6]=[N:5][C:4]=1[C:8]([NH2:10])=[O:9].C(N(CC)CC)C.C(O)(=O)C.[C:22]([NH:29][CH2:30][CH:31]=O)([O:24][C:25]([CH3:28])([CH3:27])[CH3:26])=[O:23].C([BH3-])#N.[Na+].C(=O)(O)[O-].[Na+]. (5) Given the product [C:3]([CH:2]([O:1][S:19]([CH3:18])(=[O:21])=[O:20])[CH2:5][O:6][CH3:7])#[N:4], predict the reactants needed to synthesize it. The reactants are: [OH:1][CH:2]([CH2:5][O:6][CH3:7])[C:3]#[N:4].ClCCl.C(N(CC)CC)C.[CH3:18][S:19](Cl)(=[O:21])=[O:20]. (6) Given the product [NH2:11][C:5]1[C:4]2[CH:3]=[C:2]([C:32]#[N:31])[O:10][C:9]=2[CH:8]=[CH:7][N:6]=1, predict the reactants needed to synthesize it. The reactants are: I[C:2]1[O:10][C:9]2[CH:8]=[CH:7][N:6]=[C:5]([NH2:11])[C:4]=2[CH:3]=1.C1(P(C2C=CC=CC=2)C2C=CC=CC=2)C=CC=CC=1.[NH2:31][C:32]1C2C(=CC=C(C#N)C=2)C=CN=1. (7) Given the product [F:31][C:32]([F:44])([F:43])[C:33]1[CH:42]=[CH:37][CH:36]=[C:35]2[C:10]=1[CH2:11][N:12]([CH2:15][CH2:16][CH2:17][CH2:18][O:19][C:20]1[CH:29]=[CH:28][C:27]3[C:22](=[C:23]([OH:30])[CH:24]=[CH:25][CH:26]=3)[N:21]=1)[CH2:13][CH2:14]2, predict the reactants needed to synthesize it. The reactants are: ClC1C(Cl)=CC=CC=1N1[CH2:14][CH2:13][N:12]([CH2:15][CH2:16][CH2:17][CH2:18][O:19][C:20]2[CH:29]=[CH:28][C:27]3[C:22](=[C:23]([OH:30])[CH:24]=[CH:25][CH:26]=3)[N:21]=2)[CH2:11][CH2:10]1.[F:31][C:32]([F:44])([F:43])[C:33]1C=[CH:35][CH:36]=[C:37]2[C:42]=1CNCC2. (8) Given the product [C:19]([C:16]1[CH:17]=[C:18]2[C:13](=[CH:14][C:15]=1[O:21][CH2:43][C@H:44]1[CH2:45][O:46]1)[N:12]=[CH:11][CH:10]=[C:9]2[O:8][C:6]1[CH:5]=[CH:4][C:3]([NH:22][C:23]([NH:25][CH3:26])=[O:24])=[C:2]([Cl:1])[CH:7]=1)#[N:20], predict the reactants needed to synthesize it. The reactants are: [Cl:1][C:2]1[CH:7]=[C:6]([O:8][C:9]2[C:18]3[C:13](=[CH:14][C:15]([OH:21])=[C:16]([C:19]#[N:20])[CH:17]=3)[N:12]=[CH:11][CH:10]=2)[CH:5]=[CH:4][C:3]=1[NH:22][C:23]([NH:25][CH3:26])=[O:24].CN(C)C=O.CC1C=CC(S(O[CH2:43][C@@H:44]2[O:46][CH2:45]2)(=O)=O)=CC=1.C(=O)([O-])[O-].[K+].[K+]. (9) Given the product [C:6]12([C:13]([O:15][CH3:16])=[O:14])[N:12]([C:24]([O:26][C:27]([CH3:30])([CH3:29])[CH3:28])=[O:25])[CH:9]([CH2:8][CH2:7]1)[CH2:10][CH2:11]2, predict the reactants needed to synthesize it. The reactants are: C(Cl)(=O)C.Cl.[C:6]12([C:13]([O:15][CH3:16])=[O:14])[NH:12][CH:9]([CH2:10][CH2:11]1)[CH2:8][CH2:7]2.C(N(CC)CC)C.[C:24](O[C:24]([O:26][C:27]([CH3:30])([CH3:29])[CH3:28])=[O:25])([O:26][C:27]([CH3:30])([CH3:29])[CH3:28])=[O:25]. (10) The reactants are: [NH:1]1[CH2:10][CH2:9][CH:4]([C:5]([O:7][CH3:8])=O)[CH2:3][CH2:2]1.[C:11](C1NC=CN=1)(C1NC=CN=1)=[S:12].[OH2:23].[NH2:24][NH2:25].[Cl-].[Na+]. Given the product [NH:24]([C:11]([N:1]1[CH2:10][CH2:9][CH:4]([C:5]([O:7][CH3:8])=[O:23])[CH2:3][CH2:2]1)=[S:12])[NH2:25], predict the reactants needed to synthesize it.